This data is from Forward reaction prediction with 1.9M reactions from USPTO patents (1976-2016). The task is: Predict the product of the given reaction. Given the reactants [C:1](=[O:39])([S:3][CH2:4][CH2:5][CH2:6][CH2:7][CH2:8][CH2:9][CH2:10][CH2:11][CH2:12][CH2:13][CH2:14][O:15][CH2:16][CH2:17][O:18][CH2:19][CH2:20][O:21][CH2:22][CH2:23][O:24][C:25]1[CH:30]=[CH:29][C:28]([O:31]CC2C=CC=CC=2)=[CH:27][CH:26]=1)[CH3:2].C(S)CCS.B(F)(F)F.CCOCC, predict the reaction product. The product is: [C:1](=[O:39])([S:3][CH2:4][CH2:5][CH2:6][CH2:7][CH2:8][CH2:9][CH2:10][CH2:11][CH2:12][CH2:13][CH2:14][O:15][CH2:16][CH2:17][O:18][CH2:19][CH2:20][O:21][CH2:22][CH2:23][O:24][C:25]1[CH:30]=[CH:29][C:28]([OH:31])=[CH:27][CH:26]=1)[CH3:2].